Dataset: NCI-60 drug combinations with 297,098 pairs across 59 cell lines. Task: Regression. Given two drug SMILES strings and cell line genomic features, predict the synergy score measuring deviation from expected non-interaction effect. (1) Drug 1: CC1C(C(CC(O1)OC2CC(CC3=C2C(=C4C(=C3O)C(=O)C5=C(C4=O)C(=CC=C5)OC)O)(C(=O)C)O)N)O.Cl. Drug 2: C1=C(C(=O)NC(=O)N1)F. Cell line: KM12. Synergy scores: CSS=35.1, Synergy_ZIP=-11.3, Synergy_Bliss=-17.7, Synergy_Loewe=-10.9, Synergy_HSA=-10.7. (2) Drug 1: CC1=C(C=C(C=C1)C(=O)NC2=CC(=CC(=C2)C(F)(F)F)N3C=C(N=C3)C)NC4=NC=CC(=N4)C5=CN=CC=C5. Drug 2: CC1=C(N=C(N=C1N)C(CC(=O)N)NCC(C(=O)N)N)C(=O)NC(C(C2=CN=CN2)OC3C(C(C(C(O3)CO)O)O)OC4C(C(C(C(O4)CO)O)OC(=O)N)O)C(=O)NC(C)C(C(C)C(=O)NC(C(C)O)C(=O)NCCC5=NC(=CS5)C6=NC(=CS6)C(=O)NCCC[S+](C)C)O. Cell line: SK-MEL-2. Synergy scores: CSS=53.7, Synergy_ZIP=2.40, Synergy_Bliss=-0.0493, Synergy_Loewe=-8.15, Synergy_HSA=4.36. (3) Drug 1: CC1=CC2C(CCC3(C2CCC3(C(=O)C)OC(=O)C)C)C4(C1=CC(=O)CC4)C. Drug 2: COC1=NC(=NC2=C1N=CN2C3C(C(C(O3)CO)O)O)N. Cell line: MDA-MB-435. Synergy scores: CSS=-8.17, Synergy_ZIP=5.24, Synergy_Bliss=7.05, Synergy_Loewe=-3.94, Synergy_HSA=-2.73. (4) Drug 1: CC1=C(N=C(N=C1N)C(CC(=O)N)NCC(C(=O)N)N)C(=O)NC(C(C2=CN=CN2)OC3C(C(C(C(O3)CO)O)O)OC4C(C(C(C(O4)CO)O)OC(=O)N)O)C(=O)NC(C)C(C(C)C(=O)NC(C(C)O)C(=O)NCCC5=NC(=CS5)C6=NC(=CS6)C(=O)NCCC[S+](C)C)O. Drug 2: C1CN(P(=O)(OC1)NCCCl)CCCl. Cell line: NCI-H522. Synergy scores: CSS=21.9, Synergy_ZIP=1.72, Synergy_Bliss=2.75, Synergy_Loewe=-7.09, Synergy_HSA=3.76. (5) Drug 2: C(CCl)NC(=O)N(CCCl)N=O. Cell line: ACHN. Synergy scores: CSS=30.5, Synergy_ZIP=5.43, Synergy_Bliss=7.10, Synergy_Loewe=6.08, Synergy_HSA=6.13. Drug 1: CCC1=C2CN3C(=CC4=C(C3=O)COC(=O)C4(CC)O)C2=NC5=C1C=C(C=C5)O. (6) Drug 1: CN(CC1=CN=C2C(=N1)C(=NC(=N2)N)N)C3=CC=C(C=C3)C(=O)NC(CCC(=O)O)C(=O)O. Drug 2: C1=CC(=C(C=C1I)F)NC2=C(C=CC(=C2F)F)C(=O)NOCC(CO)O. Cell line: NCI-H460. Synergy scores: CSS=33.5, Synergy_ZIP=-1.87, Synergy_Bliss=-4.54, Synergy_Loewe=-4.36, Synergy_HSA=-3.19. (7) Drug 1: CC(C)(C#N)C1=CC(=CC(=C1)CN2C=NC=N2)C(C)(C)C#N. Drug 2: B(C(CC(C)C)NC(=O)C(CC1=CC=CC=C1)NC(=O)C2=NC=CN=C2)(O)O. Cell line: SK-MEL-28. Synergy scores: CSS=14.3, Synergy_ZIP=3.14, Synergy_Bliss=-1.37, Synergy_Loewe=-10.9, Synergy_HSA=-11.2. (8) Drug 1: CC1=C(C=C(C=C1)NC2=NC=CC(=N2)N(C)C3=CC4=NN(C(=C4C=C3)C)C)S(=O)(=O)N.Cl. Drug 2: C(=O)(N)NO. Cell line: MALME-3M. Synergy scores: CSS=11.0, Synergy_ZIP=-2.24, Synergy_Bliss=2.74, Synergy_Loewe=4.40, Synergy_HSA=3.98.